Dataset: Reaction yield outcomes from USPTO patents with 853,638 reactions. Task: Predict the reaction yield, written as a fraction of the theoretical maximum amount of product (1.0 means a 100% yield; for example, 0.34 means a 34% yield). (1) The reactants are C(=O)(OC)[O:2][C:3]1[CH:8]=[C:7]([N+:9]([O-:11])=[O:10])[C:6]([F:12])=[CH:5][C:4]=1[C:13]([CH3:16])([CH3:15])[CH3:14].N1CCCCC1. The catalyst is C(Cl)Cl. The product is [C:13]([C:4]1[CH:5]=[C:6]([F:12])[C:7]([N+:9]([O-:11])=[O:10])=[CH:8][C:3]=1[OH:2])([CH3:16])([CH3:14])[CH3:15]. The yield is 0.620. (2) The reactants are [Cl:1][C:2]1[C:12]([N+:13]([O-:15])=[O:14])=[CH:11][C:5]2[N:6]=[C:7](SC)[O:8][C:4]=2[CH:3]=1.[NH2:16][C:17]1[CH:22]=[C:21]([N+:23]([O-])=O)[C:20](Cl)=[CH:19]C=1O.Cl.[C:29](OCC)(=O)[CH3:30]. No catalyst specified. The product is [Cl:1][C:2]1[C:12]([N+:13]([O-:15])=[O:14])=[CH:11][C:5]2[N:6]=[C:7]([N:23]3[CH:21]4[CH2:22][CH2:17][N:16]([CH2:19][CH2:20]4)[CH2:30][CH2:29]3)[O:8][C:4]=2[CH:3]=1. The yield is 0.740. (3) The yield is 0.750. The catalyst is O1CCCC1. The product is [CH:10]([N:23]1[CH2:26][C:25]([C:5]2[CH:6]=[CH:7][C:2]([F:1])=[CH:3][CH:4]=2)([OH:27])[CH2:24]1)([C:17]1[CH:22]=[CH:21][CH:20]=[CH:19][CH:18]=1)[C:11]1[CH:12]=[CH:13][CH:14]=[CH:15][CH:16]=1. The reactants are [F:1][C:2]1[CH:7]=[CH:6][C:5]([Mg]Br)=[CH:4][CH:3]=1.[CH:10]([N:23]1[CH2:26][C:25](=[O:27])[CH2:24]1)([C:17]1[CH:22]=[CH:21][CH:20]=[CH:19][CH:18]=1)[C:11]1[CH:16]=[CH:15][CH:14]=[CH:13][CH:12]=1.C(=O)(O)[O-].[Na+]. (4) The reactants are [CH3:1][O:2][C:3]([CH3:7])([CH3:6])[C:4]#[CH:5].Br[C:9]1[CH:30]=[CH:29][C:12]([C:13]([NH:15][S:16]([C:19]2[CH:24]=[CH:23][CH:22]=[CH:21][C:20]=2[S:25](=[O:28])(=[O:27])[NH2:26])(=[O:18])=[O:17])=[O:14])=[CH:11][CH:10]=1. No catalyst specified. The product is [CH3:1][O:2][C:3]([CH3:7])([CH3:6])[C:4]#[C:5][C:9]1[CH:30]=[CH:29][C:12]([C:13]([NH:15][S:16]([C:19]2[CH:24]=[CH:23][CH:22]=[CH:21][C:20]=2[S:25](=[O:28])(=[O:27])[NH2:26])(=[O:17])=[O:18])=[O:14])=[CH:11][CH:10]=1. The yield is 0.360. (5) The reactants are [CH2:1]([S:3]([C:6]1[CH:7]=[C:8]([C:12]2[CH:20]=[C:19]([C:21]#[N:22])[CH:18]=[C:17]3[C:13]=2[C:14]2[CH:26]=[C:25]([CH3:27])[CH:24]=[N:23][C:15]=2[NH:16]3)[CH:9]=[CH:10][CH:11]=1)(=[O:5])=[O:4])[CH3:2].[OH-:28].[K+].Cl. The catalyst is O1CCOCC1.OO. The product is [CH2:1]([S:3]([C:6]1[CH:7]=[C:8]([C:12]2[CH:20]=[C:19]([C:21]([NH2:22])=[O:28])[CH:18]=[C:17]3[C:13]=2[C:14]2[CH:26]=[C:25]([CH3:27])[CH:24]=[N:23][C:15]=2[NH:16]3)[CH:9]=[CH:10][CH:11]=1)(=[O:5])=[O:4])[CH3:2]. The yield is 0.470. (6) The reactants are [CH2:1]([C:9]1[CH:26]=[CH:25][C:12]([CH2:13][N:14]([C:16]([NH:18][CH2:19][C:20]([O:22]CC)=[O:21])=[O:17])[NH2:15])=[CH:11][CH:10]=1)[CH2:2][CH2:3][CH2:4][CH2:5][CH2:6][CH2:7][CH3:8].C(C1C=CC(NC(=O)NCCC(OCC)=O)=CC=1)CCCCCCC. No catalyst specified. The product is [CH2:1]([C:9]1[CH:26]=[CH:25][C:12]([CH2:13][N:14]([C:16]([NH:18][CH2:19][C:20]([OH:22])=[O:21])=[O:17])[NH2:15])=[CH:11][CH:10]=1)[CH2:2][CH2:3][CH2:4][CH2:5][CH2:6][CH2:7][CH3:8]. The yield is 0.780.